The task is: Predict the reaction yield, written as a fraction of the theoretical maximum amount of product (1.0 means a 100% yield; for example, 0.34 means a 34% yield).. This data is from Buchwald-Hartwig C-N cross coupling reaction yields with 55,370 reactions. The reactants are FC(F)(F)c1ccc(I)cc1.Cc1ccc(N)cc1.O=S(=O)(O[Pd]1c2ccccc2-c2ccccc2N~1)C(F)(F)F.COc1ccc(OC)c(P([C@]23C[C@H]4C[C@H](C[C@H](C4)C2)C3)[C@]23C[C@H]4C[C@H](C[C@H](C4)C2)C3)c1-c1c(C(C)C)cc(C(C)C)cc1C(C)C.CN1CCCN2CCCN=C12.Cc1ccon1. No catalyst specified. The product is Cc1ccc(Nc2ccc(C(F)(F)F)cc2)cc1. The yield is 0.556.